This data is from Forward reaction prediction with 1.9M reactions from USPTO patents (1976-2016). The task is: Predict the product of the given reaction. (1) The product is: [C:26]([C:13]1[C:12]([O:30][CH3:31])=[C:11](/[CH:10]=[CH:9]/[C:8]2[CH:7]=[CH:6][C:5]([NH:32][S:33]([CH3:36])(=[O:34])=[O:35])=[CH:4][C:3]=2[CH2:2][O:38][CH3:37])[CH:16]=[C:15]([C:17]2[C:18](=[O:25])[NH:19][C:20]([O:23][CH3:24])=[CH:21][CH:22]=2)[CH:14]=1)([CH3:28])([CH3:29])[CH3:27]. Given the reactants Br[CH2:2][C:3]1[CH:4]=[C:5]([NH:32][S:33]([CH3:36])(=[O:35])=[O:34])[CH:6]=[CH:7][C:8]=1/[CH:9]=[CH:10]/[C:11]1[CH:16]=[C:15]([C:17]2[C:18](=[O:25])[NH:19][C:20]([O:23][CH3:24])=[CH:21][CH:22]=2)[CH:14]=[C:13]([C:26]([CH3:29])([CH3:28])[CH3:27])[C:12]=1[O:30][CH3:31].[CH3:37][O-:38].[Na+], predict the reaction product. (2) Given the reactants [Li]CCCC.[F:6][C:7]1[CH:12]=[CH:11][CH:10]=[C:9]([Si:13]([CH3:16])([CH3:15])[CH3:14])[C:8]=1[F:17].[B:18]([O-:21])([O-])[O-:19].Cl.O[CH2:24][C:25]([CH3:29])([CH2:27]O)[CH3:26].S([O-])([O-])(=O)=O.[Mg+2], predict the reaction product. The product is: [F:6][C:7]1[C:8]([F:17])=[C:9]([Si:13]([CH3:14])([CH3:16])[CH3:15])[CH:10]=[CH:11][C:12]=1[B:18]1[O:21][CH2:26][C:25]([CH3:29])([CH3:27])[CH2:24][O:19]1. (3) Given the reactants [C:1]([CH:4]([CH2:9][C:10]([O:12][CH3:13])=[O:11])[C:5]([O:7]C)=O)(=O)[CH3:2].[NH2:14][C:15]1[CH:19]=[C:18]([C:20]([CH3:23])([CH3:22])[CH3:21])[NH:17][N:16]=1, predict the reaction product. The product is: [C:20]([C:18]1[CH:19]=[C:15]2[N:14]=[C:1]([CH3:2])[C:4]([CH2:9][C:10]([O:12][CH3:13])=[O:11])=[C:5]([OH:7])[N:16]2[N:17]=1)([CH3:23])([CH3:22])[CH3:21]. (4) Given the reactants [CH3:1][C:2]1[C:3]([C:21](=[O:27])[C:22]([O:24][CH2:25][CH3:26])=[O:23])=[C:4]([O:13][S:14]([C:17]([F:20])([F:19])[F:18])(=[O:16])=[O:15])[C:5]2[C:10]([C:11]=1[CH3:12])=[CH:9][CH:8]=[CH:7][CH:6]=2.[B]1OC2C(=CC=CC=2)O1, predict the reaction product. The product is: [CH3:1][C:2]1[C:3]([C@H:21]([OH:27])[C:22]([O:24][CH2:25][CH3:26])=[O:23])=[C:4]([O:13][S:14]([C:17]([F:19])([F:20])[F:18])(=[O:15])=[O:16])[C:5]2[C:10]([C:11]=1[CH3:12])=[CH:9][CH:8]=[CH:7][CH:6]=2. (5) Given the reactants [OH-].[K+].[NH:3]1[C:11]2[C:6](=[CH:7][CH:8]=[CH:9][CH:10]=2)[CH:5]=[CH:4]1.C[N:13](C=O)C, predict the reaction product. The product is: [NH2:13][N:3]1[C:11]2[C:6](=[CH:7][CH:8]=[CH:9][CH:10]=2)[CH:5]=[CH:4]1. (6) Given the reactants Br[C:2]1[CH:11]=[CH:10][C:9]2[C:4](=[CH:5][C:6]([F:13])=[CH:7][C:8]=2[F:12])[C:3]=1[CH:14]=[O:15].[CH2:16]([Sn](CC)(CC)CC)[CH3:17].O, predict the reaction product. The product is: [CH2:16]([C:2]1[CH:11]=[CH:10][C:9]2[C:4](=[CH:5][C:6]([F:13])=[CH:7][C:8]=2[F:12])[C:3]=1[CH:14]=[O:15])[CH3:17]. (7) Given the reactants [Si:1]([O:18][CH2:19][C@@H:20]1[CH2:25][CH2:24][CH2:23][CH:22]([OH:26])[N:21]1[C:27]([O:29][C:30]([CH3:33])([CH3:32])[CH3:31])=[O:28])([C:14]([CH3:17])([CH3:16])[CH3:15])([C:8]1[CH:13]=[CH:12][CH:11]=[CH:10][CH:9]=1)[C:2]1[CH:7]=[CH:6][CH:5]=[CH:4][CH:3]=1.[CH2:34](N(CC)CC)C, predict the reaction product. The product is: [Si:1]([O:18][CH2:19][C@@H:20]1[CH2:25][CH2:24][CH2:23][CH:22]([O:26][CH3:34])[N:21]1[C:27]([O:29][C:30]([CH3:33])([CH3:32])[CH3:31])=[O:28])([C:14]([CH3:15])([CH3:16])[CH3:17])([C:2]1[CH:7]=[CH:6][CH:5]=[CH:4][CH:3]=1)[C:8]1[CH:13]=[CH:12][CH:11]=[CH:10][CH:9]=1. (8) The product is: [O:33]1[CH2:34][CH2:35][C@H:31]([O:30][C:28](=[O:29])[NH:1][CH2:2][C@@H:3]2[CH2:8][CH2:7][CH2:6][N:5]([C:9]3[C:18]4[C:13](=[CH:14][C:15]([CH3:19])=[CH:16][CH:17]=4)[N:12]=[C:11]([C:20]4[CH:25]=[CH:24][CH:23]=[CH:22][C:21]=4[OH:26])[N:10]=3)[CH2:4]2)[CH2:32]1. Given the reactants [NH2:1][CH2:2][C@@H:3]1[CH2:8][CH2:7][CH2:6][N:5]([C:9]2[C:18]3[C:13](=[CH:14][C:15]([CH3:19])=[CH:16][CH:17]=3)[N:12]=[C:11]([C:20]3[CH:25]=[CH:24][CH:23]=[CH:22][C:21]=3[OH:26])[N:10]=2)[CH2:4]1.Cl[C:28]([O:30][C@H:31]1[CH2:35][CH2:34][O:33][CH2:32]1)=[O:29].C(N(CC)CC)C, predict the reaction product.